The task is: Predict the product of the given reaction.. This data is from Forward reaction prediction with 1.9M reactions from USPTO patents (1976-2016). (1) Given the reactants [Cl:1][C:2]1[C:3]([O:14][CH3:15])=[C:4]([N+:11]([O-:13])=[O:12])[C:5]([F:10])=[C:6]([CH2:8]O)[CH:7]=1.[Br:16]N1C(=O)CCC1=O.C1(P(C2C=CC=CC=2)C2C=CC=CC=2)C=CC=CC=1, predict the reaction product. The product is: [Br:16][CH2:8][C:6]1[CH:7]=[C:2]([Cl:1])[C:3]([O:14][CH3:15])=[C:4]([N+:11]([O-:13])=[O:12])[C:5]=1[F:10]. (2) Given the reactants [O:1]1[CH2:6][CH2:5][N:4]([CH2:7][C:8]2[CH:9]=[C:10]([CH:15]=[CH:16][CH:17]=2)[C:11]([O:13]C)=[O:12])[CH2:3][CH2:2]1.[Li+].[OH-], predict the reaction product. The product is: [O:1]1[CH2:2][CH2:3][N:4]([CH2:7][C:8]2[CH:9]=[C:10]([CH:15]=[CH:16][CH:17]=2)[C:11]([OH:13])=[O:12])[CH2:5][CH2:6]1.